Binary Classification. Given a miRNA mature sequence and a target amino acid sequence, predict their likelihood of interaction. From a dataset of Experimentally validated miRNA-target interactions with 360,000+ pairs, plus equal number of negative samples. (1) Result: 1 (interaction). The miRNA is hsa-miR-4668-3p with sequence GAAAAUCCUUUUUGUUUUUCCAG. The protein sequence of the target gene is MAPRRVRSFLRGLPALLLLLLFLGPWPAASHGGKYSREKNQPKPSPKRESGEEFRMEKLNQLWEKAQRLHLPPVRLAELHADLKIQERDELAWKKLKLDGLDEDGEKEARLIRNLNVILAKYGLDGKKDARQVTSNSLSGTQEDGLDDPRLEKLWHKAKTSGKFSGEELDKLWREFLHHKEKVHEYNVLLETLSRTEEIHENVISPSDLSDIKGSVLHSRHTELKEKLRSINQGLDRLRRVSHQGYSTEAEFEEPRVIDLWDLAQSANLTDKELEAFREELKHFEAKIEKHNHYQKQLEI.... (2) The miRNA is hsa-miR-3150b-5p with sequence CAACCUCGAGGAUCUCCCCAGC. The protein sequence of the target gene is MGNSYAGQLKSARFEEALHNSIEASLRCSSVVPRPIFSQLYLDPDQHPFSSADVKPKVEDLDKDLVNRYTQNGSLDFSNNLTVNEMEDDEDDEEMSDSNSPPIPYSQKPAPEGSCTTDGFCQAGKDLRLVSLCMEQIDIPAGFLLVGAKSPNLPEHILVCAVDKRFLPDDHGKNALLGFSGNCIGCGERGFRYFTEFSNHINLKLTTQPKKQKHLKYYLVRSSQGVLSKGPLICWKECRSRQSSASCHSIKPSSSVSSTVTPENGTTNGYKSGFTQTDAANGNSSHGGKGSASSSTPAHT.... Result: 0 (no interaction). (3) The miRNA is hsa-miR-5011-5p with sequence UAUAUAUACAGCCAUGCACUC. The protein sequence of the target gene is MSIVTVQLGQCGNQIGFEVFDALLSDSHSSQGLCSMRENEAYQASCKERFFSEEENGVPIARAVLVDMEPKVINQMLSKAAQSGQWKYGQHACFCQKQGSGNNWAYGYSVHGPRHEESIMNIIRKEVEKCDSFSGFFIIMSMAGGTGSGLGAFVTQNLEDQYSNSLKMNQIIWPYGTGEVIVQNYNSILTLSHLYRSSDALLLHENDAIHKICAKLMNIKQISFSDINQVLAHQLGSVFQPTYSAESSFHYRRNPLGDLMEHLVPHPEFKMLSVRNIPHMSENSLAYTTFTWAGLLKHLR.... Result: 1 (interaction). (4) The miRNA is hsa-miR-6807-5p with sequence GUGAGCCAGUGGAAUGGAGAGG. The protein sequence of the target gene is MVSDEDELNLLVIVVDANPIWWGKQALKESQFTLSKCIDAVMVLGNSHLFMNRSNKLAVIASHIQESRFLYPGKNGRLGDFFGDPGNPPEFNPSGSKDGKYELLTSANEVIVEEIKDLMTKSDIKGQHTETLLAGSLAKALCYIHRMNKEVKDNQEMKSRILVIKAAEDSALQYMNFMNVIFAAQKQNILIDACVLDSDSGLLQQACDITGGLYLKVPQMPSLLQYLLWVFLPDQDQRSQLILPPPVHVDYRAACFCHRNLIEIGYVCSVCLSIFCNFSPICTTCETAFKISLPPVLKAK.... Result: 1 (interaction). (5) The miRNA is mmu-miR-466k with sequence UGUGUGUGUACAUGUACAUGUGA. The protein sequence of the target gene is MHYCVLSTFLLLHLVPVALSLSTCSTLDMDQFMRKRIEAIRGQILSKLKLTSPPEDYPEPDEVPPEVISIYNSTRDLLQEKASRRAAACERERSDEEYYAKEVYKIDMPSHLPSENAIPPTFYRPYFRIVRFDVSTMEKNASNLVKAEFRVFRLQNPKARVAEQRIELYQILKSKDLTSPTQRYIDSKVVKTRAEGEWLSFDVTDAVQEWLHHKDRNLGFKISLHCPCCTFVPSNNYIIPNKSEELEARFAGIDGTSTYASGDQKTIKSTRKKTSGKTPHLLLMLLPSYRLESQQSSRRK.... Result: 1 (interaction).